This data is from Reaction yield outcomes from USPTO patents with 853,638 reactions. The task is: Predict the reaction yield, written as a fraction of the theoretical maximum amount of product (1.0 means a 100% yield; for example, 0.34 means a 34% yield). (1) The reactants are [F:1][C:2]1[CH:22]=[CH:21][CH:20]=[C:19]([F:23])[C:3]=1[O:4][C:5]1[CH2:9][N:8]([C@@H:10]([CH2:14][CH:15]([CH3:17])[CH3:16])[C:11]([OH:13])=O)[C:7](=[O:18])[CH:6]=1.F[P-](F)(F)(F)(F)F.Br[P+](N1CCCC1)(N1CCCC1)N1CCCC1.C(N(CC)C(C)C)(C)C.[CH3:57][O:58][C:59](=[O:67])[C:60]1[CH:65]=[CH:64][C:63]([NH2:66])=[N:62][CH:61]=1. The catalyst is ClCCl. The product is [CH3:57][O:58][C:59](=[O:67])[C:60]1[CH:65]=[CH:64][C:63]([NH:66][C:11](=[O:13])[C@@H:10]([N:8]2[CH2:9][C:5]([O:4][C:3]3[C:19]([F:23])=[CH:20][CH:21]=[CH:22][C:2]=3[F:1])=[CH:6][C:7]2=[O:18])[CH2:14][CH:15]([CH3:17])[CH3:16])=[N:62][CH:61]=1. The yield is 0.200. (2) The product is [Br:1][C:2]1[CH:7]=[CH:6][C:5]([C:8]2[O:9][C:10]([CH3:15])=[C:11]([CH2:14][Cl:18])[N:12]=2)=[CH:4][CH:3]=1. The catalyst is C(Cl)(Cl)Cl. The yield is 0.720. The reactants are [Br:1][C:2]1[CH:7]=[CH:6][C:5]([C:8]2[O:9][C:10]([CH3:15])=[C:11]([CH3:14])[N+:12]=2[O-])=[CH:4][CH:3]=1.P(Cl)(Cl)([Cl:18])=O. (3) The product is [CH:54]1([CH2:53][O:70][NH:69][C:11]([C:4]2[C:3]([NH:14][C:15]3[CH:20]=[CH:19][C:18]([Br:21])=[CH:17][C:16]=3[CH3:22])=[C:2]([F:1])[C:7]3[NH:8][CH:9]=[N:10][C:6]=3[CH:5]=2)=[O:13])[CH2:55][CH2:50]1. The yield is 0.450. The catalyst is C1COCC1.C(Cl)Cl. The reactants are [F:1][C:2]1[C:7]2[NH:8][CH:9]=[N:10][C:6]=2[CH:5]=[C:4]([C:11]([OH:13])=O)[C:3]=1[NH:14][C:15]1[CH:20]=[CH:19][C:18]([Br:21])=[CH:17][C:16]=1[CH3:22].CCN(C(C)C)C(C)C.C1CN([P+](ON2N=NC3C=[CH:53][CH:54]=[CH:55][C:50]2=3)(N2CCCC2)N2CCCC2)CC1.F[P-](F)(F)(F)(F)F.Cl.C1([N:69](C)[OH:70])CC1.